Dataset: Forward reaction prediction with 1.9M reactions from USPTO patents (1976-2016). Task: Predict the product of the given reaction. (1) Given the reactants [F:1][C:2]([F:18])([F:17])[CH2:3][NH:4][CH:5]1[CH2:11][CH2:10][C:9]2[CH:12]=[C:13]([NH2:16])[CH:14]=[CH:15][C:8]=2[CH2:7][CH2:6]1.Cl[C:20]1[N:25]=[C:24]([NH:26][C:27]2[CH:32]=[CH:31][CH:30]=[CH:29][C:28]=2[O:33][CH3:34])[C:23]([Cl:35])=[CH:22][N:21]=1, predict the reaction product. The product is: [Cl:35][C:23]1[C:24]([NH:26][C:27]2[CH:32]=[CH:31][CH:30]=[CH:29][C:28]=2[O:33][CH3:34])=[N:25][C:20]([NH:16][C:13]2[CH:14]=[CH:15][C:8]3[CH2:7][CH2:6][CH:5]([NH:4][CH2:3][C:2]([F:17])([F:18])[F:1])[CH2:11][CH2:10][C:9]=3[CH:12]=2)=[N:21][CH:22]=1. (2) Given the reactants [H-].[Na+].[F:3][C:4]1([F:14])[CH2:9][CH2:8][C:7](O)([C:10]([OH:12])=[O:11])[CH2:6][CH2:5]1.S([O:20][CH3:21])(OC)(=O)=O.[CH2:22]1COCC1, predict the reaction product. The product is: [F:3][C:4]1([F:14])[CH2:9][CH2:8][C:7]([O:20][CH3:21])([C:10]([O:12][CH3:22])=[O:11])[CH2:6][CH2:5]1. (3) Given the reactants Br[CH2:2][C:3]1[CH:8]=[CH:7][C:6]([CH2:9][CH2:10][N:11]2[CH:16]=[CH:15][C:14]([O:17][CH2:18][C:19]3[O:20][CH:21]=[CH:22][CH:23]=3)=[CH:13][C:12]2=[O:24])=[CH:5][CH:4]=1.[NH:25]1[CH2:30][CH2:29][CH:28]([NH:31][C:32](=[O:34])[CH3:33])[CH2:27][CH2:26]1, predict the reaction product. The product is: [O:20]1[CH:21]=[CH:22][CH:23]=[C:19]1[CH2:18][O:17][C:14]1[CH:15]=[CH:16][N:11]([CH2:10][CH2:9][C:6]2[CH:7]=[CH:8][C:3]([CH2:2][N:25]3[CH2:30][CH2:29][CH:28]([NH:31][C:32](=[O:34])[CH3:33])[CH2:27][CH2:26]3)=[CH:4][CH:5]=2)[C:12](=[O:24])[CH:13]=1. (4) The product is: [F:1][C:2]1[C:3]([N:26]2[CH2:31][CH2:30][CH2:29][C@H:28]([CH3:32])[C@@H:27]2[C:33]#[N:35])=[N:4][C:5]([C:8]2[CH:12]=[C:11]([C:13]3[CH:17]=[CH:16][O:15][N:14]=3)[N:10]([CH2:18][C:19]3[CH:24]=[CH:23][CH:22]=[CH:21][C:20]=3[F:25])[N:9]=2)=[N:6][CH:7]=1. Given the reactants [F:1][C:2]1[C:3]([N:26]2[CH2:31][CH2:30][CH2:29][C@H:28]([CH3:32])[C@@H:27]2[C:33]([NH2:35])=O)=[N:4][C:5]([C:8]2[CH:12]=[C:11]([C:13]3[CH:17]=[CH:16][O:15][N:14]=3)[N:10]([CH2:18][C:19]3[CH:24]=[CH:23][CH:22]=[CH:21][C:20]=3[F:25])[N:9]=2)=[N:6][CH:7]=1.FC(F)(F)C(OC(=O)C(F)(F)F)=O.ClCCl.[Cl-].[NH4+], predict the reaction product.